Dataset: Forward reaction prediction with 1.9M reactions from USPTO patents (1976-2016). Task: Predict the product of the given reaction. (1) The product is: [N:1]1([S:6]([NH2:9])(=[O:8])=[O:7])[CH2:5][CH2:4][CH2:3][CH2:2]1. Given the reactants [N:1]1([S:6]([NH:9]C(=O)OCC2C=CC=CC=2)(=[O:8])=[O:7])[CH2:5][CH2:4][CH2:3][CH2:2]1, predict the reaction product. (2) Given the reactants [Br:1][C:2]1N=[C:4]([N:9]2[CH2:14][CH2:13][O:12][CH2:11][CH2:10]2)[C:5](=[O:8])[NH:6][CH:7]=1.[C:15](=O)([O-])[O-].[K+].[K+].IC, predict the reaction product. The product is: [Br:1][C:2]1[CH:15]=[C:4]([N:9]2[CH2:14][CH2:13][O:12][CH2:11][CH2:10]2)[C:5](=[O:8])[NH:6][CH:7]=1.